From a dataset of Catalyst prediction with 721,799 reactions and 888 catalyst types from USPTO. Predict which catalyst facilitates the given reaction. (1) Reactant: [Si]([O:8][CH2:9][C:10]1[C:11]([F:28])=[C:12]([N:16]2[CH2:21][CH2:20][CH:19]([CH:22]3[CH2:27][CH2:26][NH:25][CH2:24][CH2:23]3)[CH2:18][CH2:17]2)[CH:13]=[CH:14][CH:15]=1)(C(C)(C)C)(C)C.ClCCCl.[C:33](Cl)(=[O:35])[CH3:34].C(=O)([O-])O.[Na+]. Product: [F:28][C:11]1[C:10]([CH2:9][OH:8])=[CH:15][CH:14]=[CH:13][C:12]=1[N:16]1[CH2:17][CH2:18][CH:19]([CH:22]2[CH2:27][CH2:26][N:25]([C:33](=[O:35])[CH3:34])[CH2:24][CH2:23]2)[CH2:20][CH2:21]1. The catalyst class is: 22. (2) Reactant: [CH2:1](O)[CH2:2][CH:3]=[CH2:4].[C:6]1(=[O:10])[CH2:9][CH2:8][CH2:7]1.C(Cl)Cl.[CH3:14][S:15]([OH:18])(=[O:17])=[O:16]. Product: [CH3:14][S:15]([O:18][CH:3]1[CH2:4][C:6]2([CH2:9][CH2:8][CH2:7]2)[O:10][CH2:1][CH2:2]1)(=[O:17])=[O:16]. The catalyst class is: 250.